Dataset: Kinase inhibitor binding affinity data with 442 proteins and 68 drugs (Kd values). Task: Regression. Given a target protein amino acid sequence and a drug SMILES string, predict the binding affinity score between them. We predict pKd (pKd = -log10(Kd in M); higher means stronger binding). Dataset: davis. The small molecule is C=CC(=O)Nc1cc2c(Nc3ccc(F)c(Cl)c3)ncnc2cc1OCCCN1CCOCC1. The target protein (LZK) has sequence MANFQEHLSCSSSPHLPFSESKTFNGLQDELTAMGNHPSPKLLEDQQEKGMVRTELIESVHSPVTTTVLTSVSEDSRDQFENSVLQLREHDESETAVSQGNSNTVDGESTSGTEDIKIQFSRSGSGSGGFLEGLFGCLRPVWNIIGKAYSTDYKLQQQDTWEVPFEEISELQWLGSGAQGAVFLGKFRAEEVAIKKVREQNETDIKHLRKLKHPNIIAFKGVCTQAPCYCIIMEYCAHGQLYEVLRAGRKITPRLLVDWSTGIASGMNYLHLHKIIHRDLKSPNVLVTHTDAVKISDFGTSKELSDKSTKMSFAGTVAWMAPEVIRNEPVSEKVDIWSFGVVLWELLTGEIPYKDVDSSAIIWGVGSNSLHLPVPSTCPDGFKILMKQTWQSKPRNRPSFRQTLMHLDIASADVLATPQETYFKSQAEWREEVKKHFEKIKSEGTCIHRLDEELIRRRREELRHALDIREHYERKLERANNLYMELSAIMLQLEMREKEL.... The pKd is 5.0.